The task is: Predict the reactants needed to synthesize the given product.. This data is from Full USPTO retrosynthesis dataset with 1.9M reactions from patents (1976-2016). (1) Given the product [C:47]([C:2]1[CH:7]=[C:6]([NH:8][C:9](=[O:15])[O:10][C:11]([CH3:14])([CH3:13])[CH3:12])[CH:5]=[C:4]([CH3:16])[N:3]=1)#[N:49], predict the reactants needed to synthesize it. The reactants are: Cl[C:2]1[CH:7]=[C:6]([NH:8][C:9](=[O:15])[O:10][C:11]([CH3:14])([CH3:13])[CH3:12])[CH:5]=[C:4]([CH3:16])[N:3]=1.C(P(C(C)(C)C)C1C=CC2C(=CC=CC=2)C1C1C2C(=CC=CC=2)C=CC=1)(C)(C)C.C[C:47]([N:49](C)C)=O. (2) Given the product [CH3:30][N:31]([CH3:36])[CH2:32][CH2:33][CH2:34][NH:35][C:27]([C:24]1[S:23][C:19]2[N:20]=[CH:21][N:22]=[C:17]([NH:16][C:10]3[CH:11]=[CH:12][C:13]([F:15])=[CH:14][C:9]=3[O:8][CH:6]([C:4](=[O:5])[NH:3][CH2:1][CH3:2])[CH3:7])[C:18]=2[C:25]=1[CH3:26])=[O:29], predict the reactants needed to synthesize it. The reactants are: [CH2:1]([NH:3][C:4]([CH:6]([O:8][C:9]1[CH:14]=[C:13]([F:15])[CH:12]=[CH:11][C:10]=1[NH:16][C:17]1[C:18]2[C:25]([CH3:26])=[C:24]([C:27]([OH:29])=O)[S:23][C:19]=2[N:20]=[CH:21][N:22]=1)[CH3:7])=[O:5])[CH3:2].[CH3:30][N:31]([CH3:36])[CH2:32][CH2:33][CH2:34][NH2:35]. (3) Given the product [CH:21]([O:20][C:12]1[CH:11]=[C:10]([CH:15]=[CH:14][C:13]=1[O:16][CH:17]([CH3:19])[CH3:18])[CH2:9][NH:8][C:4]1[CH:5]=[N:6][CH:7]=[C:2]([C:26]2[CH:27]=[CH:28][NH:24][CH:25]=2)[CH:3]=1)([CH3:23])[CH3:22], predict the reactants needed to synthesize it. The reactants are: Br[C:2]1[CH:3]=[C:4]([NH:8][CH2:9][C:10]2[CH:15]=[CH:14][C:13]([O:16][CH:17]([CH3:19])[CH3:18])=[C:12]([O:20][CH:21]([CH3:23])[CH3:22])[CH:11]=2)[CH:5]=[N:6][CH:7]=1.[NH:24]1[CH:28]=[CH:27][C:26](B(O)O)=[CH:25]1.C(#N)C.C(=O)([O-])[O-].[Na+].[Na+].